Predict the reactants needed to synthesize the given product. From a dataset of Full USPTO retrosynthesis dataset with 1.9M reactions from patents (1976-2016). (1) Given the product [Br:1][C:2]1[CH:21]=[CH:20][CH:19]=[CH:18][C:3]=1[O:4][CH:5]1[CH2:6][CH2:7][N:8]([C:11]2[S:15][C:14]([C:16]3[NH:24][N:23]=[N:22][N:17]=3)=[N:13][N:12]=2)[CH2:9][CH2:10]1, predict the reactants needed to synthesize it. The reactants are: [Br:1][C:2]1[CH:21]=[CH:20][CH:19]=[CH:18][C:3]=1[O:4][CH:5]1[CH2:10][CH2:9][N:8]([C:11]2[S:15][C:14]([C:16]#[N:17])=[N:13][N:12]=2)[CH2:7][CH2:6]1.[N-:22]=[N+:23]=[N-:24].[Na+].Cl. (2) The reactants are: [F:1][C:2]([F:15])([F:14])[C:3]([C:6]1[CH:11]=[CH:10][C:9]([O:12][CH3:13])=[CH:8][CH:7]=1)(O)[CH3:4].[Cl:16]CCl. Given the product [Cl:16][C:3]([C:6]1[CH:11]=[CH:10][C:9]([O:12][CH3:13])=[CH:8][CH:7]=1)([CH3:4])[C:2]([F:15])([F:14])[F:1], predict the reactants needed to synthesize it. (3) Given the product [NH4+:4].[OH-:1].[OH:1][CH2:2][C:3]1[CH:12]=[CH:11][C:10]2[C:5](=[CH:6][C:7]3[CH2:24][C@:14]4([C:22]5[C:17](=[N:18][CH:19]=[CH:20][CH:21]=5)[N:16]([CH2:32][O:31][CH2:30][CH2:29][Si:28]([CH3:35])([CH3:34])[CH3:27])[C:15]4=[O:23])[CH2:13][C:8]=3[CH:9]=2)[N:4]=1, predict the reactants needed to synthesize it. The reactants are: [OH:1][CH2:2][C:3]1[CH:12]=[CH:11][C:10]2[C:5](=[CH:6][C:7]3[CH2:24][C@:14]4([C:22]5[C:17](=[N:18][CH:19]=[CH:20][CH:21]=5)[NH:16][C:15]4=[O:23])[CH2:13][C:8]=3[CH:9]=2)[N:4]=1.[H-].[Na+].[CH3:27][Si:28]([CH3:35])([CH3:34])[CH2:29][CH2:30][O:31][CH2:32]Cl. (4) Given the product [CH3:32][N:33]([CH3:34])[C:1](=[O:2])[CH2:4][N:5]1[C:14]2[C:9](=[CH:10][CH:11]=[CH:12][CH:13]=2)[CH2:8][CH:7]([CH2:15][N:16]2[CH2:17][CH2:18][C:19]3([C:29]4[C:24](=[CH:25][CH:26]=[CH:27][CH:28]=4)[CH2:23][CH2:22]3)[CH2:20][CH2:21]2)[C:6]1=[O:30], predict the reactants needed to synthesize it. The reactants are: [C:1]([CH2:4][N:5]1[C:14]2[C:9](=[CH:10][CH:11]=[CH:12][CH:13]=2)[CH2:8][CH:7]([CH2:15][N:16]2[CH2:21][CH2:20][C:19]3([C:29]4[C:24](=[CH:25][CH:26]=[CH:27][CH:28]=4)[CH2:23][CH2:22]3)[CH2:18][CH2:17]2)[C:6]1=[O:30])(O)=[O:2].Cl.[CH3:32][NH:33][CH3:34].CCN=C=NCCCN(C)C.C1C=CC2N(O)N=NC=2C=1. (5) The reactants are: Br[C:2]1[NH:3][C:4]2[N:5]([N:12]=[CH:13][C:14]=2[C:15]#[N:16])[C:6](=[O:11])[C:7]=1[CH:8]([CH3:10])[CH3:9].[C:17]1([OH:23])[CH:22]=[CH:21][CH:20]=[CH:19][CH:18]=1.CN[C@@H]1CCCC[C@H]1NC.[O-]P([O-])([O-])=O.[K+].[K+].[K+]. Given the product [CH:8]([C:7]1[C:6](=[O:11])[N:5]2[N:12]=[CH:13][C:14]([C:15]#[N:16])=[C:4]2[NH:3][C:2]=1[O:23][C:17]1[CH:22]=[CH:21][CH:20]=[CH:19][CH:18]=1)([CH3:10])[CH3:9], predict the reactants needed to synthesize it. (6) Given the product [Cl:18][C:7]1[C:8](=[O:17])[N:9]2[CH2:13][C:12]([OH:16])([CH2:14][OH:15])[C:11]3=[C:2]([F:1])[CH:3]=[N:4][C:5]([CH:6]=1)=[C:10]23, predict the reactants needed to synthesize it. The reactants are: [F:1][C:2]1[CH:3]=[N:4][C:5]2[CH:6]=[CH:7][C:8](=[O:17])[N:9]3[CH2:13][C:12]([OH:16])([CH2:14][OH:15])[C:11]=1[C:10]=23.[Cl:18]N1C(=O)CCC1=O.